This data is from Full USPTO retrosynthesis dataset with 1.9M reactions from patents (1976-2016). The task is: Predict the reactants needed to synthesize the given product. (1) Given the product [Br:25][C:12]1[C:11]([NH2:14])=[CH:10][CH:9]=[C:8]([CH:6]2[CH2:7][C:2]([CH3:17])([CH3:1])[O:3][C:4]([CH3:16])([CH3:15])[CH2:5]2)[N:13]=1, predict the reactants needed to synthesize it. The reactants are: [CH3:1][C:2]1([CH3:17])[CH2:7][CH:6]([C:8]2[N:13]=[CH:12][C:11]([NH2:14])=[CH:10][CH:9]=2)[CH2:5][C:4]([CH3:16])([CH3:15])[O:3]1.C1C(=O)N([Br:25])C(=O)C1.C([O-])([O-])=O.[Na+].[Na+]. (2) Given the product [F:18][C:15]1[CH:14]=[CH:13][C:12]([CH2:11][NH:10][C:8]2[CH:9]=[C:5]([CH2:3][OH:2])[N:6]([CH2:19][C:20]3[CH:25]=[CH:24][C:23]([O:26][CH3:27])=[CH:22][CH:21]=3)[N:7]=2)=[CH:17][CH:16]=1, predict the reactants needed to synthesize it. The reactants are: C[O:2][C:3]([C:5]1[N:6]([CH2:19][C:20]2[CH:25]=[CH:24][C:23]([O:26][CH3:27])=[CH:22][CH:21]=2)[N:7]=[C:8]([NH:10][CH2:11][C:12]2[CH:17]=[CH:16][C:15]([F:18])=[CH:14][CH:13]=2)[CH:9]=1)=O.[AlH4-].[Li+].